From a dataset of Reaction yield outcomes from USPTO patents with 853,638 reactions. Predict the reaction yield, written as a fraction of the theoretical maximum amount of product (1.0 means a 100% yield; for example, 0.34 means a 34% yield). The reactants are O1CCCC1.C([O:8][C:9](=O)[C:10]1[CH:15]=[CH:14][C:13]([CH2:16][CH2:17][C:18]2[O:19][CH:20]=[CH:21][CH:22]=2)=[CH:12][C:11]=1CC)C.[H-].C([Al+]CC(C)C)C(C)C.C(C(C(C([O-])=O)O)O)([O-])=O.[Na+].[K+]. The catalyst is C(OCC)(=O)C. The product is [O:19]1[CH:20]=[CH:21][CH:22]=[C:18]1[CH2:17][CH2:16][C:13]1[CH:12]=[CH:11][C:10]([CH2:9][OH:8])=[CH:15][CH:14]=1. The yield is 0.990.